Dataset: Catalyst prediction with 721,799 reactions and 888 catalyst types from USPTO. Task: Predict which catalyst facilitates the given reaction. (1) Reactant: Br[C:2]1[CH:11]=[CH:10][CH:9]=[C:8]2[C:3]=1[CH:4]=[CH:5][N:6]=[CH:7]2.C([Li])CCC.[C:17](OCC)(=[O:23])[C:18]([O:20][CH2:21][CH3:22])=[O:19].[NH4+].[Cl-]. Product: [CH:7]1[C:8]2[C:3](=[C:2]([C:17](=[O:23])[C:18]([O:20][CH2:21][CH3:22])=[O:19])[CH:11]=[CH:10][CH:9]=2)[CH:4]=[CH:5][N:6]=1. The catalyst class is: 1. (2) Reactant: Cl.[F:2][C:3]([F:20])([F:19])[C:4]1[CH:5]=[C:6]([CH:16]=[CH:17][CH:18]=1)[CH2:7][O:8][N:9]=[C:10]1[CH2:15][CH2:14][NH:13][CH2:12][CH2:11]1.[F:21][C:22]1[CH:27]=[CH:26][C:25]([CH:28]([C:34]2[CH:39]=[CH:38][C:37]([F:40])=[CH:36][CH:35]=2)[CH2:29][CH2:30][C:31](O)=[O:32])=[CH:24][CH:23]=1.ON1C2C=CC=CC=2N=N1.Cl.C(N=C=NCCCN(C)C)C.C(N(CC)CC)C.C([O-])(O)=O.[Na+]. Product: [F:20][C:3]([F:2])([F:19])[C:4]1[CH:5]=[C:6]([CH:16]=[CH:17][CH:18]=1)[CH2:7][O:8][N:9]=[C:10]1[CH2:15][CH2:14][N:13]([C:31](=[O:32])[CH2:30][CH2:29][CH:28]([C:34]2[CH:39]=[CH:38][C:37]([F:40])=[CH:36][CH:35]=2)[C:25]2[CH:26]=[CH:27][C:22]([F:21])=[CH:23][CH:24]=2)[CH2:12][CH2:11]1. The catalyst class is: 4. (3) Reactant: [F:1][C:2]1[C:7]([NH2:8])=[CH:6][CH:5]=[CH:4][N:3]=1.CC([O-])=O.[K+].[Br:14]Br. Product: [Br:14][C:4]1[N:3]=[C:2]([F:1])[C:7]([NH2:8])=[CH:6][CH:5]=1. The catalyst class is: 52.